Dataset: Peptide-MHC class I binding affinity with 185,985 pairs from IEDB/IMGT. Task: Regression. Given a peptide amino acid sequence and an MHC pseudo amino acid sequence, predict their binding affinity value. This is MHC class I binding data. The peptide sequence is LPIFSDAAL. The MHC is HLA-B54:01 with pseudo-sequence HLA-B54:01. The binding affinity (normalized) is 0.361.